From a dataset of Catalyst prediction with 721,799 reactions and 888 catalyst types from USPTO. Predict which catalyst facilitates the given reaction. (1) Reactant: [Cl:1][C:2]1[C:7](F)=[C:6]([N+:9]([O-:11])=[O:10])[CH:5]=[CH:4][C:3]=1[F:12].[CH2:13]([CH2:15][NH2:16])[OH:14].CCN(CC)CC. Product: [Cl:1][C:2]1[C:3]([F:12])=[CH:4][CH:5]=[C:6]([N+:9]([O-:11])=[O:10])[C:7]=1[NH:16][CH2:15][CH2:13][OH:14]. The catalyst class is: 14. (2) Product: [O:11]=[C:6]1[N:5]([CH2:4][C:3]([OH:12])=[O:2])[CH2:10][CH2:9][CH2:8][O:7]1. The catalyst class is: 1. Reactant: C[O:2][C:3](=[O:12])[CH2:4][N:5]1[CH2:10][CH2:9][CH2:8][O:7][C:6]1=[O:11].O.CO.[OH-].[Na+].